This data is from Catalyst prediction with 721,799 reactions and 888 catalyst types from USPTO. The task is: Predict which catalyst facilitates the given reaction. (1) Reactant: [OH:1][C:2]1[CH:3]=[C:4]([NH:8][C:9]2[N:14]=[C:13]([C:15](OCC)=[O:16])[C:12]([N+:20]([O-])=O)=[C:11]([NH:23][C:24]3[CH:29]=[CH:28][CH:27]=[CH:26][C:25]=3[O:30][CH3:31])[N:10]=2)[CH:5]=[CH:6][CH:7]=1.ClC1N=C([C:39](OCC)=[O:40])C([N+]([O-])=O)=C(NC2C=CC=CC=2OC)N=1.[NH2:56]C1C=C(O)C=CC=1.C(N(CC)C(C)C)(C)C. Product: [OH:1][C:2]1[CH:3]=[C:4]([NH:8][C:9]2[N:10]=[C:11]3[C:12]([NH:20][C:39](=[O:40])[N:23]3[C:24]3[CH:29]=[CH:28][CH:27]=[CH:26][C:25]=3[O:30][CH3:31])=[C:13]([C:15]([NH2:56])=[O:16])[N:14]=2)[CH:5]=[CH:6][CH:7]=1. The catalyst class is: 3. (2) Reactant: Br[C:2]1[CH:3]=[CH:4][C:5]([N+:15]([O-:17])=[O:16])=[C:6]([NH:8][C:9]2[CH:14]=[CH:13][CH:12]=[CH:11][CH:10]=2)[CH:7]=1.[NH:18]1[CH2:23][CH2:22][NH:21][CH2:20][CH2:19]1. Product: [N+:15]([C:5]1[CH:4]=[CH:3][C:2]([N:18]2[CH2:23][CH2:22][NH:21][CH2:20][CH2:19]2)=[CH:7][C:6]=1[NH:8][C:9]1[CH:14]=[CH:13][CH:12]=[CH:11][CH:10]=1)([O-:17])=[O:16]. The catalyst class is: 37. (3) Reactant: [CH3:1][C:2]1[C:11]2[C:6](=[CH:7][CH:8]=[C:9]([O:12][CH3:13])[CH:10]=2)[N:5]([CH2:14][CH:15]=O)[C:4](=[O:17])[CH:3]=1.[O:18]1[C:23]2[CH:24]=[CH:25][C:26]([CH2:28][N:29]([CH:37]3[CH2:42][CH2:41][NH:40][CH2:39][CH2:38]3)[C:30](=[O:36])[O:31][C:32]([CH3:35])([CH3:34])[CH3:33])=[CH:27][C:22]=2[O:21][CH2:20][CH2:19]1.C(O[BH-](OC(=O)C)OC(=O)C)(=O)C.[Na+].C(=O)([O-])O.[Na+]. Product: [O:18]1[C:23]2[CH:24]=[CH:25][C:26]([CH2:28][N:29]([CH:37]3[CH2:42][CH2:41][N:40]([CH2:15][CH2:14][N:5]4[C:6]5[C:11](=[CH:10][C:9]([O:12][CH3:13])=[CH:8][CH:7]=5)[C:2]([CH3:1])=[CH:3][C:4]4=[O:17])[CH2:39][CH2:38]3)[C:30](=[O:36])[O:31][C:32]([CH3:35])([CH3:33])[CH3:34])=[CH:27][C:22]=2[O:21][CH2:20][CH2:19]1. The catalyst class is: 671. (4) Reactant: [PH3:1]=[O:2].[C:3]1([Li])[CH:8]=[CH:7][CH:6]=[CH:5][CH:4]=1.C(OCC)(=O)C.CC(O)C.[CH3:20][CH2:21][CH2:22][CH2:23][CH2:24][CH3:25]. Product: [PH3:1]=[O:2].[C:3]1([PH:1](=[O:2])[C:22]2[CH:21]=[CH:20][CH:25]=[CH:24][CH:23]=2)[CH:8]=[CH:7][CH:6]=[CH:5][CH:4]=1. The catalyst class is: 1.